This data is from Full USPTO retrosynthesis dataset with 1.9M reactions from patents (1976-2016). The task is: Predict the reactants needed to synthesize the given product. Given the product [CH3:1][O:2][C:3]1[CH:4]=[C:5]2[C:9](=[CH:10][CH:11]=1)[NH:8][C:7]([CH3:12])=[C:6]2[C:19]([C:16]1[CH:17]=[CH:18][C:13]([CH3:22])=[CH:14][CH:15]=1)=[O:20], predict the reactants needed to synthesize it. The reactants are: [CH3:1][O:2][C:3]1[CH:4]=[C:5]2[C:9](=[CH:10][CH:11]=1)[NH:8][C:7]([CH3:12])=[CH:6]2.[C:13]1([CH3:22])[CH:18]=[CH:17][C:16]([C:19](Cl)=[O:20])=[CH:15][CH:14]=1.[Cl-].[Al+3].[Cl-].[Cl-].[Cl-].[NH4+].